From a dataset of Reaction yield outcomes from USPTO patents with 853,638 reactions. Predict the reaction yield, written as a fraction of the theoretical maximum amount of product (1.0 means a 100% yield; for example, 0.34 means a 34% yield). (1) The reactants are [CH:1](=O)[CH3:2].[CH2:4]([O:11][C:12]([N:14]1[C:18]2[CH:19]=[N:20][CH:21]=[C:22]([O:23][CH:24]3[CH2:29][CH2:28][NH:27][CH2:26][CH2:25]3)[C:17]=2[C:16]2[CH:30]=[C:31]([Br:34])[CH:32]=[N:33][C:15]1=2)=[O:13])[C:5]1[CH:10]=[CH:9][CH:8]=[CH:7][CH:6]=1.C(O[BH-](OC(=O)C)OC(=O)C)(=O)C.[Na+].C(O)(=O)C. The catalyst is CO.ClCCl. The product is [CH2:4]([O:11][C:12]([N:14]1[C:18]2[CH:19]=[N:20][CH:21]=[C:22]([O:23][CH:24]3[CH2:29][CH2:28][N:27]([CH2:1][CH3:2])[CH2:26][CH2:25]3)[C:17]=2[C:16]2[CH:30]=[C:31]([Br:34])[CH:32]=[N:33][C:15]1=2)=[O:13])[C:5]1[CH:10]=[CH:9][CH:8]=[CH:7][CH:6]=1. The yield is 0.610. (2) The yield is 0.460. The reactants are C(=O)([O-])[O-].[K+].[K+].Br[C:8]1[CH:9]=[C:10]2[C:14](=[CH:15][CH:16]=1)[C:13](=[O:17])[N:12]([CH:18]1[CH2:20][CH2:19]1)[CH2:11]2.CC1(C)C(C)(C)OB([C:29]2[CH:30]=[N:31][C:32]([NH2:35])=[N:33][CH:34]=2)O1. The catalyst is O.C1(C)C=CC=CC=1.C(O)C.C1C=CC([P]([Pd]([P](C2C=CC=CC=2)(C2C=CC=CC=2)C2C=CC=CC=2)([P](C2C=CC=CC=2)(C2C=CC=CC=2)C2C=CC=CC=2)[P](C2C=CC=CC=2)(C2C=CC=CC=2)C2C=CC=CC=2)(C2C=CC=CC=2)C2C=CC=CC=2)=CC=1. The product is [NH2:35][C:32]1[N:33]=[CH:34][C:29]([C:8]2[CH:9]=[C:10]3[C:14](=[CH:15][CH:16]=2)[C:13](=[O:17])[N:12]([CH:18]2[CH2:20][CH2:19]2)[CH2:11]3)=[CH:30][N:31]=1.